The task is: Predict the reactants needed to synthesize the given product.. This data is from Full USPTO retrosynthesis dataset with 1.9M reactions from patents (1976-2016). (1) Given the product [Br:18][C:8]1[C:7]([CH:21]=[CH2:22])=[C:16]([CH3:17])[CH:15]=[C:14]2[C:9]=1[CH:10]=[CH:11][CH:12]=[N:13]2, predict the reactants needed to synthesize it. The reactants are: FC(F)(F)S(O[C:7]1[C:8]([Br:18])=[C:9]2[C:14](=[CH:15][C:16]=1[CH3:17])[N:13]=[CH:12][CH:11]=[CH:10]2)(=O)=O.[CH2:21]([Sn](CCCC)(CCCC)C=C)[CH2:22]CC.[Cl-].[Li+]. (2) Given the product [ClH:1].[ClH:1].[C:15]1([NH:21][C:22]2[O:23][CH:24]=[C:25]([C:27]([N:29]3[CH2:34][CH2:33][NH:32][CH2:31][CH:30]3[CH2:42][O:43][C:44]3[CH:45]=[N:46][CH:47]=[CH:48][CH:49]=3)=[O:28])[N:26]=2)[CH:16]=[CH:17][CH:18]=[CH:19][CH:20]=1, predict the reactants needed to synthesize it. The reactants are: [ClH:1].O1CCOCC1.OC(C(F)(F)F)=O.[C:15]1([NH:21][C:22]2[O:23][CH:24]=[C:25]([C:27]([N:29]3[CH2:34][CH2:33][N:32](C(OC(C)(C)C)=O)[CH2:31][CH:30]3[CH2:42][O:43][C:44]3[CH:45]=[N:46][CH:47]=[CH:48][CH:49]=3)=[O:28])[N:26]=2)[CH:20]=[CH:19][CH:18]=[CH:17][CH:16]=1. (3) The reactants are: [C:1]([NH:5][C:6]1[N:11]=[C:10]([C:12]2[CH:17]=[CH:16][CH:15]=[CH:14][N:13]=2)[CH:9]=[C:8]([C:18]2[CH:19]=[N:20][CH:21]=[C:22]([C:24]3[CH:29]=[CH:28][C:27]([C:30]([N:32]4[CH2:37][CH2:36][NH:35][CH2:34][CH2:33]4)=[O:31])=[CH:26][CH:25]=3)[CH:23]=2)[CH:7]=1)([CH3:4])([CH3:3])[CH3:2].N1(C(C2C=CC(B3OC(C)(C)C(C)(C)O3)=CC=2)=O)CCNC[CH2:39]1.B(O)O. Given the product [C:1]([NH:5][C:6]1[N:11]=[C:10]([C:12]2[CH:17]=[CH:16][CH:15]=[CH:14][N:13]=2)[CH:9]=[C:8]([C:18]2[CH:19]=[N:20][CH:21]=[C:22]([C:24]3[CH:25]=[CH:26][C:27]([C:30]([N:32]4[CH2:37][CH2:36][N:35]([CH3:39])[CH2:34][CH2:33]4)=[O:31])=[CH:28][CH:29]=3)[CH:23]=2)[CH:7]=1)([CH3:4])([CH3:2])[CH3:3], predict the reactants needed to synthesize it. (4) Given the product [Br:29][C:19]1[C:18]2[C:22](=[CH:23][CH:24]=[C:16]([C:13]3[N:14]=[N:15][C:10]([O:9][C@@H:3]4[CH:4]5[CH2:7][CH2:8][N:1]([CH2:6][CH2:5]5)[CH2:2]4)=[CH:11][CH:12]=3)[CH:17]=2)[NH:21][CH:20]=1, predict the reactants needed to synthesize it. The reactants are: [N:1]12[CH2:8][CH2:7][CH:4]([CH2:5][CH2:6]1)[C@@H:3]([O:9][C:10]1[N:15]=[N:14][C:13]([C:16]3[CH:17]=[C:18]4[C:22](=[CH:23][CH:24]=3)[NH:21][CH:20]=[CH:19]4)=[CH:12][CH:11]=1)[CH2:2]2.CC(O)=O.[Br:29]N1C(=O)CCC1=O. (5) Given the product [NH2:1][C:2]1[C:6]2[C:7](=[O:17])[N:8]([C@@H:12]([CH:14]3[CH2:15][CH2:16]3)[CH3:13])[CH:9]=[C:10]([Br:11])[C:5]=2[NH:4][N:3]=1, predict the reactants needed to synthesize it. The reactants are: [NH2:1][C:2]1[C:6]2[C:7](=[O:17])[N:8]([CH:12]([CH:14]3[CH2:16][CH2:15]3)[CH3:13])[CH:9]=[C:10]([Br:11])[C:5]=2[NH:4][N:3]=1. (6) Given the product [N:18]1[CH:19]=[CH:20][C:15]([C:14]2[S:13][C:12]([CH:21]3[CH2:26][CH2:25][O:24][CH2:23][CH2:22]3)=[N:11][C:10]=2[C:6]2[CH:5]=[C:4]([CH:9]=[CH:8][CH:7]=2)[NH2:1])=[CH:16][CH:17]=1, predict the reactants needed to synthesize it. The reactants are: [N+:1]([C:4]1[CH:5]=[C:6]([C:10]2[N:11]=[C:12]([CH:21]3[CH2:26][CH2:25][O:24][CH2:23][CH2:22]3)[S:13][C:14]=2[C:15]2[CH:20]=[CH:19][N:18]=[CH:17][CH:16]=2)[CH:7]=[CH:8][CH:9]=1)([O-])=O. (7) Given the product [Cl:1][C:2]1[CH:7]=[CH:6][CH:5]=[C:4]([Cl:8])[C:3]=1[C:9]1[C:22](=[O:23])[N:21]([CH3:24])[C:12]2[N:13]=[C:14]([NH:34][C:31]3[CH:32]=[CH:33][C:28]4[CH2:27][CH2:26][O:25][C:29]=4[CH:30]=3)[N:15]=[CH:16][C:11]=2[CH:10]=1, predict the reactants needed to synthesize it. The reactants are: [Cl:1][C:2]1[CH:7]=[CH:6][CH:5]=[C:4]([Cl:8])[C:3]=1[C:9]1[C:22](=[O:23])[N:21]([CH3:24])[C:12]2[N:13]=[C:14](S(C)(=O)=O)[N:15]=[CH:16][C:11]=2[CH:10]=1.[O:25]1[C:29]2[CH:30]=[C:31]([NH2:34])[CH:32]=[CH:33][C:28]=2[CH2:27][CH2:26]1.